This data is from Forward reaction prediction with 1.9M reactions from USPTO patents (1976-2016). The task is: Predict the product of the given reaction. (1) Given the reactants [OH:1][C:2]1[N:6]([C:7]2[CH:12]=[CH:11][C:10]([CH3:13])=[C:9]([CH3:14])[CH:8]=2)[N:5]=[C:4]([CH3:15])[C:3]=1[C:16](=O)[CH3:17].[CH3:19][CH:20]([NH:22][C:23]([C:25]1[S:26][C:27]([C:30]([NH:32][NH2:33])=[O:31])=[CH:28][CH:29]=1)=[O:24])[CH3:21].O.C1(C)C=CC(S(O)(=O)=O)=CC=1, predict the reaction product. The product is: [CH:20]([NH:22][C:23]([C:25]1[S:26][C:27]([C:30]([NH:32][NH:33][C:16](=[C:3]2[C:2](=[O:1])[N:6]([C:7]3[CH:12]=[CH:11][C:10]([CH3:13])=[C:9]([CH3:14])[CH:8]=3)[N:5]=[C:4]2[CH3:15])[CH3:17])=[O:31])=[CH:28][CH:29]=1)=[O:24])([CH3:21])[CH3:19]. (2) Given the reactants C(OC([N:8]1[C@H:12]([CH2:13][C:14]2[CH:19]=[CH:18][C:17]([C:20]3[CH:25]=[CH:24][CH:23]=[CH:22][CH:21]=3)=[CH:16][CH:15]=2)[CH2:11][CH:10]([CH2:26]OS(C2C=CC(C)=CC=2)(=O)=O)[C:9]1=[O:38])=O)(C)(C)C.[I-:39].[Na+], predict the reaction product. The product is: [C:17]1([C:20]2[CH:25]=[CH:24][CH:23]=[CH:22][CH:21]=2)[CH:18]=[CH:19][C:14]([CH2:13][C@H:12]2[NH:8][C:9](=[O:38])[CH:10]([CH2:26][I:39])[CH2:11]2)=[CH:15][CH:16]=1. (3) Given the reactants [Cl:1][C:2]1[CH:3]=[CH:4][C:5]([CH2:8][C:9]([OH:11])=O)=[N:6][CH:7]=1.[NH2:12][C:13]1[CH:14]=[C:15]([C:19]([C:21]2[C:25]3[CH:26]=[N:27][CH:28]=[C:29]([F:30])[C:24]=3[N:23]([CH:31]([CH3:34])[CH2:32][OH:33])[CH:22]=2)=[O:20])[CH:16]=[N:17][CH:18]=1, predict the reaction product. The product is: [Cl:1][C:2]1[CH:3]=[CH:4][C:5]([CH2:8][C:9]([NH:12][C:13]2[CH:18]=[N:17][CH:16]=[C:15]([C:19]([C:21]3[C:25]4[CH:26]=[N:27][CH:28]=[C:29]([F:30])[C:24]=4[N:23]([CH:31]([CH3:34])[CH2:32][OH:33])[CH:22]=3)=[O:20])[CH:14]=2)=[O:11])=[N:6][CH:7]=1. (4) Given the reactants [C@@H:1]12[CH2:6][C@@H:5]1[CH2:4][CH2:3][C:2]2=O.[C:8]([O:15][CH2:16][CH3:17])(=[O:14])[C:9](OCC)=O.CC(C)([O-])C.[K+].Cl.[F:25][C:26]1[CH:31]=[C:30]([F:32])[CH:29]=[CH:28][C:27]=1[NH:33][NH2:34].Cl, predict the reaction product. The product is: [CH2:16]([O:15][C:8]([C:9]1[C:3]2[CH2:4][C@H:5]3[CH2:6][C@H:1]3[C:2]=2[N:33]([C:27]2[CH:28]=[CH:29][C:30]([F:32])=[CH:31][C:26]=2[F:25])[N:34]=1)=[O:14])[CH3:17]. (5) Given the reactants CN(C([O:8][N:9]1N=N[C:11]2[CH:12]=[CH:13][CH:14]=[CH:15][C:10]1=2)=[N+](C)C)C.[B-](F)(F)(F)F.C1C=CC2N([OH:32])N=NC=2C=1.[ClH:33].Cl.[NH2:35][CH:36]1[CH:41]2[CH2:42][CH2:43][N:38]([CH2:39][CH2:40]2)[CH2:37]1.[N+](C1[S:51][C:50]([C:52](O)=[O:53])=[CH:49]C=1)([O-])=O.C(N(C(C)C)CC)(C)C, predict the reaction product. The product is: [ClH:33].[N:38]12[CH2:43][CH2:42][CH:41]([CH2:40][CH2:39]1)[CH:36]([NH:35][C:52]([C:50]1[S:51][C:13]3[CH:12]=[CH:11][C:10]([N+:9]([O-:8])=[O:32])=[CH:15][C:14]=3[CH:49]=1)=[O:53])[CH2:37]2. (6) The product is: [NH2:1][C:2]1[C:10]2[C:5](=[N:6][CH:7]=[CH:8][C:9]=2[C:11]([F:12])([F:13])[F:14])[S:4][C:3]=1[C:15]([NH:60][CH2:59][CH2:58][C:54]1[CH:55]=[CH:56][CH:57]=[C:52]([F:51])[CH:53]=1)=[O:17]. Given the reactants [NH2:1][C:2]1[C:10]2[C:5](=[N:6][CH:7]=[CH:8][C:9]=2[C:11]([F:14])([F:13])[F:12])[S:4][C:3]=1[C:15]([OH:17])=O.CN(C(ON1N=NC2C=CC=NC1=2)=[N+](C)C)C.F[P-](F)(F)(F)(F)F.CCN(C(C)C)C(C)C.[F:51][C:52]1[CH:53]=[C:54]([CH2:58][CH2:59][NH2:60])[CH:55]=[CH:56][CH:57]=1, predict the reaction product. (7) Given the reactants [CH3:1][C:2]12[O:12][CH:11]1[CH2:10][CH2:9][C:4]1([CH2:8][CH2:7][CH2:6][CH2:5]1)[CH:3]2[C:13]([O:15][CH3:16])=[O:14].[Na].Cl, predict the reaction product. The product is: [OH:12][CH:11]1[CH2:10][CH2:9][C:4]2([CH2:8][CH2:7][CH2:6][CH2:5]2)[C:3]([C:13]([O:15][CH3:16])=[O:14])=[C:2]1[CH3:1]. (8) Given the reactants [CH3:1][C:2](=[CH2:15])[CH2:3][NH:4][C:5](=[O:14])[O:6][CH2:7][C:8]1[CH:13]=[CH:12][CH:11]=[CH:10][CH:9]=1.ClC1C=CC=C(C(OO)=[O:24])C=1.S([O-])([O-])(=O)=S.[Na+].[Na+].C(=O)([O-])O.[Na+], predict the reaction product. The product is: [CH2:7]([O:6][C:5](=[O:14])[NH:4][CH2:3][C:2]1([CH3:1])[CH2:15][O:24]1)[C:8]1[CH:13]=[CH:12][CH:11]=[CH:10][CH:9]=1. (9) Given the reactants I[C:2]1[CH:3]=[C:4]([CH:15]=[CH:16][CH:17]=1)[C:5]([O:7][CH2:8][C:9]1[CH:14]=[CH:13][CH:12]=[CH:11][CH:10]=1)=[O:6].[CH2:18]([O:21][CH2:22][CH2:23][O:24][CH2:25][CH2:26][O:27][CH2:28][CH2:29][O:30][CH2:31][CH2:32][OH:33])[C:19]#[CH:20].C(N(CC)CC)C, predict the reaction product. The product is: [OH:33][CH2:32][CH2:31][O:30][CH2:29][CH2:28][O:27][CH2:26][CH2:25][O:24][CH2:23][CH2:22][O:21][CH2:18][C:19]#[C:20][C:2]1[CH:3]=[C:4]([CH:15]=[CH:16][CH:17]=1)[C:5]([O:7][CH2:8][C:9]1[CH:14]=[CH:13][CH:12]=[CH:11][CH:10]=1)=[O:6]. (10) Given the reactants [Li+].[BH4-].C([O:5][C:6](=O)[C@@H:7]([O:9][Si:10]([C:13]([CH3:16])([CH3:15])[CH3:14])([CH3:12])[CH3:11])[CH3:8])C.CO, predict the reaction product. The product is: [C:13]([Si:10]([CH3:12])([CH3:11])[O:9][C@@H:7]([CH3:8])[CH2:6][OH:5])([CH3:15])([CH3:16])[CH3:14].